Dataset: Forward reaction prediction with 1.9M reactions from USPTO patents (1976-2016). Task: Predict the product of the given reaction. Given the reactants [Br:1][C:2]1[C:3]([CH2:9][CH3:10])=[CH:4][C:5]([NH2:8])=[N:6][CH:7]=1.[N+:11]([O-])([OH:13])=[O:12].O.[OH-].[Na+], predict the reaction product. The product is: [Br:1][C:2]1[C:3]([CH2:9][CH3:10])=[C:4]([N+:11]([O-:13])=[O:12])[C:5]([NH2:8])=[N:6][CH:7]=1.